From a dataset of Reaction yield outcomes from USPTO patents with 853,638 reactions. Predict the reaction yield, written as a fraction of the theoretical maximum amount of product (1.0 means a 100% yield; for example, 0.34 means a 34% yield). The reactants are [CH2:1]([C@H:8]1[C@H:13]([CH2:14][C:15]2[CH:20]=[CH:19][CH:18]=[CH:17][CH:16]=2)[C:12](=[O:21])[O:11][C:9]1=[O:10])[C:2]1[CH:7]=[CH:6][CH:5]=[CH:4][CH:3]=1.C(N(CC)CC)C.C[Si](OS(C(F)(F)F)(=O)=O)(C)C.BrBr. The catalyst is C1(C)C=CC=CC=1.[Br-].C([N+](CCCC)(CCCC)CCCC)CCC.ClCCl.CCCCCC.C(OCC)(=O)C. The product is [CH2:14]([C:13]1[C:12]([O:11][C:9](=[O:10])[C:8]=1[CH2:1][C:2]1[CH:3]=[CH:4][CH:5]=[CH:6][CH:7]=1)=[O:21])[C:15]1[CH:16]=[CH:17][CH:18]=[CH:19][CH:20]=1. The yield is 0.250.